Dataset: Peptide-MHC class I binding affinity with 185,985 pairs from IEDB/IMGT. Task: Regression. Given a peptide amino acid sequence and an MHC pseudo amino acid sequence, predict their binding affinity value. This is MHC class I binding data. (1) The peptide sequence is KYCWNLLQY. The MHC is HLA-A31:01 with pseudo-sequence HLA-A31:01. The binding affinity (normalized) is 0.140. (2) The peptide sequence is VLRGFLILGK. The MHC is HLA-A33:01 with pseudo-sequence HLA-A33:01. The binding affinity (normalized) is 0.149. (3) The peptide sequence is QSEHSFEEM. The MHC is HLA-A01:01 with pseudo-sequence HLA-A01:01. The binding affinity (normalized) is 0.0215.